Dataset: Reaction yield outcomes from USPTO patents with 853,638 reactions. Task: Predict the reaction yield, written as a fraction of the theoretical maximum amount of product (1.0 means a 100% yield; for example, 0.34 means a 34% yield). (1) The reactants are Br[C:2]1[C:6]2=[N:7][CH:8]=[CH:9][C:10]([Cl:11])=[C:5]2[S:4][CH:3]=1.[F:12][C:13]1[CH:18]=[CH:17][C:16](B(O)O)=[C:15]([C:22]([F:25])([F:24])[F:23])[CH:14]=1.O1CCOCC1.[O-]P([O-])([O-])=O.[K+].[K+].[K+]. The catalyst is C(Cl)Cl.C1C=CC(P(C2C=CC=CC=2)[C-]2C=CC=C2)=CC=1.C1C=CC(P(C2C=CC=CC=2)[C-]2C=CC=C2)=CC=1.Cl[Pd]Cl.[Fe+2].C(Cl)Cl. The product is [Cl:11][C:10]1[CH:9]=[CH:8][N:7]=[C:6]2[C:2]([C:16]3[CH:17]=[CH:18][C:13]([F:12])=[CH:14][C:15]=3[C:22]([F:23])([F:25])[F:24])=[CH:3][S:4][C:5]=12. The yield is 0.910. (2) The catalyst is C(O)C. The reactants are [CH3:1][N:2]([C:4]([N:6]=[C:7]([NH2:9])[NH2:8])=[NH:5])[CH3:3].Cl.[OH-].[Na+].[C:13]([OH:22])(=[O:21])[CH2:14][CH2:15][CH2:16][CH2:17][C:18]([OH:20])=[O:19].C(Cl)Cl. The yield is 0.805. The product is [CH3:1][N:2]([C:4]([NH:6][C:7]([NH2:9])=[NH:8])=[NH:5])[CH3:3].[C:13]([O-:22])(=[O:21])[CH2:14][CH2:15][CH2:16][CH2:17][C:18]([O-:20])=[O:19]. (3) The reactants are [C:1]([C:3]1[CH:4]=[C:5]2[C:10](=[CH:11][CH:12]=1)[NH:9][CH2:8][C@@H:7]([NH:13]C(=O)[C@@H](O)C1C=CC=CC=1)[CH2:6]2)#[N:2].S(=O)(=O)(O)O. The catalyst is CCO. The product is [NH2:13][C@H:7]1[CH2:6][C:5]2[C:10](=[CH:11][CH:12]=[C:3]([C:1]#[N:2])[CH:4]=2)[NH:9][CH2:8]1. The yield is 0.730. (4) The reactants are Br[C:2]1[CH:3]=[C:4]([NH:10][C:11]2[CH:21]=[C:14]3[CH2:15][N:16]([CH2:19][CH3:20])[CH2:17][CH2:18][N:13]3[N:12]=2)[C:5](=[O:9])[N:6]([CH3:8])[CH:7]=1.[B:22]1([B:22]2[O:26][C:25]([CH3:28])([CH3:27])[C:24]([CH3:30])([CH3:29])[O:23]2)[O:26][C:25]([CH3:28])([CH3:27])[C:24]([CH3:30])([CH3:29])[O:23]1.CC(C1C=C(C(C)C)C(C2C=CC=CC=2P(C2CCCCC2)C2CCCCC2)=C(C(C)C)C=1)C.C([O-])(=O)C.[K+]. The catalyst is C1C=CC(/C=C/C(/C=C/C2C=CC=CC=2)=O)=CC=1.C1C=CC(/C=C/C(/C=C/C2C=CC=CC=2)=O)=CC=1.C1C=CC(/C=C/C(/C=C/C2C=CC=CC=2)=O)=CC=1.[Pd].[Pd].O1CCOCC1. The product is [CH2:19]([N:16]1[CH2:17][CH2:18][N:13]2[N:12]=[C:11]([NH:10][C:4]3[C:5](=[O:9])[N:6]([CH3:8])[CH:7]=[C:2]([B:22]4[O:26][C:25]([CH3:28])([CH3:27])[C:24]([CH3:30])([CH3:29])[O:23]4)[CH:3]=3)[CH:21]=[C:14]2[CH2:15]1)[CH3:20]. The yield is 0.300. (5) The reactants are [C:1]([NH:4][CH2:5][CH2:6][CH:7]1[C:15]2[C:10](=[CH:11][CH:12]=[C:13]([NH:17][C:18](=O)[CH2:19][C:20]3[CH:25]=[CH:24][CH:23]=[CH:22][CH:21]=3)[C:14]=2[OH:16])[CH2:9][CH2:8]1)(=[O:3])[CH3:2].C1(C)C=CC(S([O-])(=O)=O)=CC=1.[NH+]1C=CC=CC=1. The catalyst is C1(C)C(C)=CC=CC=1. The product is [CH2:19]([C:18]1[O:16][C:14]2[C:15]3[CH:7]([CH2:6][CH2:5][NH:4][C:1](=[O:3])[CH3:2])[CH2:8][CH2:9][C:10]=3[CH:11]=[CH:12][C:13]=2[N:17]=1)[C:20]1[CH:21]=[CH:22][CH:23]=[CH:24][CH:25]=1. The yield is 0.280. (6) The reactants are [Cl:1][C:2]1[CH:3]=[C:4]2[C:8](=[CH:9][CH:10]=1)[NH:7][CH:6]=[C:5]2[C:11](Cl)=[O:12].[NH3:14].O1CCOCC1. No catalyst specified. The product is [Cl:1][C:2]1[CH:3]=[C:4]2[C:8](=[CH:9][CH:10]=1)[NH:7][CH:6]=[C:5]2[C:11]([NH2:14])=[O:12]. The yield is 0.920.